From a dataset of Full USPTO retrosynthesis dataset with 1.9M reactions from patents (1976-2016). Predict the reactants needed to synthesize the given product. (1) Given the product [ClH:50].[ClH:50].[NH2:33][CH2:34][CH2:35][C:36]([N:21]1[CH2:22][CH2:23][N:18]([C:16](=[O:17])[C:15]2[CH:14]=[CH:13][C:12](/[CH:11]=[CH:10]/[C:3]3[C:4]4[C:9](=[CH:8][CH:7]=[CH:6][CH:5]=4)[NH:1][N:2]=3)=[CH:25][CH:24]=2)[CH2:19][CH2:20]1)=[O:37], predict the reactants needed to synthesize it. The reactants are: [NH:1]1[C:9]2[C:4](=[CH:5][CH:6]=[CH:7][CH:8]=2)[C:3](/[CH:10]=[CH:11]/[C:12]2[CH:25]=[CH:24][C:15]([C:16]([N:18]3[CH2:23][CH2:22][NH:21][CH2:20][CH2:19]3)=[O:17])=[CH:14][CH:13]=2)=[N:2]1.C(OC([NH:33][CH2:34][CH2:35][C:36](O)=[O:37])=O)(C)(C)C.O.ON1C2C=CC=CC=2N=N1.[ClH:50].C(N=C=NCCCN(C)C)C.CN1CCOCC1.Cl.CO. (2) Given the product [F:30][C:31]([F:44])([F:43])[S:32]([O:1][C:2]1[CH2:7][CH2:6][CH:5]([CH:8]([CH3:14])[C:9]([O:11][CH2:12][CH3:13])=[O:10])[CH2:4][CH:3]=1)(=[O:34])=[O:33], predict the reactants needed to synthesize it. The reactants are: [O:1]=[C:2]1[CH2:7][CH2:6][CH:5]([CH:8]([CH3:14])[C:9]([O:11][CH2:12][CH3:13])=[O:10])[CH2:4][CH2:3]1.C(C1C=C(C)C=C(C(C)(C)C)N=1)(C)(C)C.[F:30][C:31]([F:44])([F:43])[S:32](O[S:32]([C:31]([F:44])([F:43])[F:30])(=[O:34])=[O:33])(=[O:34])=[O:33]. (3) Given the product [CH2:1]([C:16]1[CH:21]=[CH:20][CH:19]=[CH:18][C:17]=1[CH2:12][CH2:11][CH2:10][CH2:9][CH2:8][CH2:7][CH2:6][CH2:5][CH2:4][CH2:3][CH2:2][CH3:1])[CH2:2][CH2:3][CH2:4][CH2:5][CH2:6][CH2:7][CH2:8][CH2:9][CH2:10][CH2:11][CH3:12], predict the reactants needed to synthesize it. The reactants are: [CH2:1]([Mg]Br)[CH2:2][CH2:3][CH2:4][CH2:5][CH2:6][CH2:7][CH2:8][CH2:9][CH2:10][CH2:11][CH3:12].Cl[C:16]1[CH:21]=[CH:20][CH:19]=[CH:18][C:17]=1Cl. (4) The reactants are: [C:1]([OH:10])(=[O:9])[C:2]1[C:3](=[CH:5][CH:6]=[CH:7][CH:8]=1)[OH:4].C(N1C=CN=C1)(N1C=CN=C1)=O.[C:23](O)([CH3:26])([CH3:25])[CH3:24].C1CCN2C(=NCCC2)CC1. Given the product [C:1]([O:10][C:23]([CH3:26])([CH3:25])[CH3:24])(=[O:9])[C:2]1[C:3](=[CH:5][CH:6]=[CH:7][CH:8]=1)[OH:4], predict the reactants needed to synthesize it. (5) Given the product [CH3:18][O:19][C:20](=[O:33])[CH2:21][N:22]1[C:30]2[C:25](=[CH:26][C:27]([F:31])=[CH:28][CH:29]=2)[C:24]([CH2:16][C:11]2[C:10]([S:7]([C:1]3[CH:2]=[CH:3][CH:4]=[CH:5][CH:6]=3)(=[O:8])=[O:9])=[CH:15][CH:14]=[CH:13][N:12]=2)=[C:23]1[CH3:32], predict the reactants needed to synthesize it. The reactants are: [C:1]1([S:7]([C:10]2[C:11]([CH:16]=O)=[N:12][CH:13]=[CH:14][CH:15]=2)(=[O:9])=[O:8])[CH:6]=[CH:5][CH:4]=[CH:3][CH:2]=1.[CH3:18][O:19][C:20](=[O:33])[CH2:21][N:22]1[C:30]2[C:25](=[CH:26][C:27]([F:31])=[CH:28][CH:29]=2)[CH:24]=[C:23]1[CH3:32]. (6) Given the product [F:8][C:6]1[CH:5]=[CH:4][C:3]([N+:9]([O-:11])=[O:10])=[C:2]([NH:12][C:13]2[C:14]([CH3:23])=[C:15]([CH:20]=[CH:21][CH:22]=2)[C:16]([O:18][CH3:19])=[O:17])[CH:7]=1, predict the reactants needed to synthesize it. The reactants are: Br[C:2]1[CH:7]=[C:6]([F:8])[CH:5]=[CH:4][C:3]=1[N+:9]([O-:11])=[O:10].[NH2:12][C:13]1[C:14]([CH3:23])=[C:15]([CH:20]=[CH:21][CH:22]=1)[C:16]([O:18][CH3:19])=[O:17].C1C=CC(P(C2C(OC3C(P(C4C=CC=CC=4)C4C=CC=CC=4)=CC=CC=3)=CC=CC=2)C2C=CC=CC=2)=CC=1.P([O-])([O-])([O-])=O.[K+].[K+].[K+].